This data is from NCI-60 drug combinations with 297,098 pairs across 59 cell lines. The task is: Regression. Given two drug SMILES strings and cell line genomic features, predict the synergy score measuring deviation from expected non-interaction effect. Drug 1: C1=CC(=C2C(=C1NCCNCCO)C(=O)C3=C(C=CC(=C3C2=O)O)O)NCCNCCO. Drug 2: CC=C1C(=O)NC(C(=O)OC2CC(=O)NC(C(=O)NC(CSSCCC=C2)C(=O)N1)C(C)C)C(C)C. Cell line: MDA-MB-435. Synergy scores: CSS=58.2, Synergy_ZIP=6.53, Synergy_Bliss=7.32, Synergy_Loewe=-18.5, Synergy_HSA=7.32.